From a dataset of Catalyst prediction with 721,799 reactions and 888 catalyst types from USPTO. Predict which catalyst facilitates the given reaction. Reactant: [CH3:1][O:2][C:3](=[O:23])[CH2:4][C:5]1[CH:14]=[C:13]([O:15][CH:16]2[CH2:21][CH2:20][NH:19][CH2:18][CH2:17]2)[C:12]2[C:7](=[CH:8][CH:9]=[C:10]([F:22])[CH:11]=2)[CH:6]=1.[N:24]([CH2:27][CH3:28])=[C:25]=[O:26]. Product: [CH3:1][O:2][C:3](=[O:23])[CH2:4][C:5]1[CH:14]=[C:13]([O:15][CH:16]2[CH2:17][CH2:18][N:19]([C:25](=[O:26])[NH:24][CH2:27][CH3:28])[CH2:20][CH2:21]2)[C:12]2[C:7](=[CH:8][CH:9]=[C:10]([F:22])[CH:11]=2)[CH:6]=1. The catalyst class is: 4.